This data is from Catalyst prediction with 721,799 reactions and 888 catalyst types from USPTO. The task is: Predict which catalyst facilitates the given reaction. (1) Reactant: [CH3:1][O:2][C:3]1[C:8]2[N:9]=[C:10]([NH2:12])[S:11][C:7]=2[C:6]([CH:13]2[CH2:18][CH2:17][O:16][CH2:15][CH2:14]2)=[CH:5][CH:4]=1.Cl[C:20]([O:22][C:23]1[CH:28]=[CH:27][CH:26]=[CH:25][CH:24]=1)=[O:21].C([O:36]C(=O)NC1SC2C(C3C=CC=CC=3)=CC=C(OC)C=2N=1)C1C=CC=CC=1.C(N(C(C)C)C(C)C)C.[C@H]1(O)CC[C@H](O)CC1. Product: [OH:36][C@H:26]1[CH2:27][CH2:28][C@H:23]([O:22][C:20](=[O:21])[NH:12][C:10]2[S:11][C:7]3[C:6]([CH:13]4[CH2:18][CH2:17][O:16][CH2:15][CH2:14]4)=[CH:5][CH:4]=[C:3]([O:2][CH3:1])[C:8]=3[N:9]=2)[CH2:24][CH2:25]1. The catalyst class is: 633. (2) Reactant: [NH2:1][C:2]1[CH:7]=[CH:6][C:5]([N:8]2[CH2:12][CH2:11][CH2:10][C:9]2=[O:13])=[CH:4][CH:3]=1.CN(C)C1C=CC=CC=1.Cl[C:24]([O:26][CH2:27][C:28]1[CH:33]=[CH:32][CH:31]=[CH:30][CH:29]=1)=[O:25].C(OCC)(=O)C. Product: [O:13]=[C:9]1[CH2:10][CH2:11][CH2:12][N:8]1[C:5]1[CH:6]=[CH:7][C:2]([NH:1][C:24](=[O:25])[O:26][CH2:27][C:28]2[CH:33]=[CH:32][CH:31]=[CH:30][CH:29]=2)=[CH:3][CH:4]=1. The catalyst class is: 7. (3) Reactant: [CH3:1][C:2]1[NH:3][C:4]2[CH2:5][C:6]([CH3:13])([CH3:12])[CH2:7][C:8](=[O:11])[C:9]=2[CH:10]=1.[Br:14][C:15]1[N:22]=[CH:21][CH:20]=[CH:19][C:16]=1[CH:17]=[O:18].[OH-].[Na+]. Product: [Br:14][C:15]1[C:16]([CH:17]([OH:18])[C:10]2[C:9]3[C:8](=[O:11])[CH2:7][C:6]([CH3:13])([CH3:12])[CH2:5][C:4]=3[NH:3][C:2]=2[CH3:1])=[CH:19][CH:20]=[CH:21][N:22]=1. The catalyst class is: 5. (4) Reactant: [Br:1][C:2]1[CH:3]=[C:4]([N:8]2[C:12]3[N:13]=[CH:14][NH:15][C:16](=[O:17])[C:11]=3[CH:10]=[CH:9]2)[CH:5]=[CH:6][CH:7]=1.[O:18]1[C:20]2([CH2:25][CH2:24][N:23]([C:26]([O:28][C:29]([CH3:32])([CH3:31])[CH3:30])=[O:27])[CH2:22][CH2:21]2)[CH2:19]1. The catalyst class is: 9. Product: [Br:1][C:2]1[CH:3]=[C:4]([N:8]2[C:12]3[N:13]=[CH:14][N:15]([CH2:19][C:20]4([OH:18])[CH2:21][CH2:22][N:23]([C:26]([O:28][C:29]([CH3:32])([CH3:31])[CH3:30])=[O:27])[CH2:24][CH2:25]4)[C:16](=[O:17])[C:11]=3[CH:10]=[CH:9]2)[CH:5]=[CH:6][CH:7]=1. (5) Reactant: [OH-].[K+].[C:3]1([CH:10]=[CH:9][C:7]([OH:8])=[CH:6][CH:5]=1)[OH:4].I[CH:12]([CH3:14])[CH3:13]. Product: [CH:12]([O:4][C:3]1[CH:10]=[CH:9][C:7]([OH:8])=[CH:6][CH:5]=1)([CH3:14])[CH3:13]. The catalyst class is: 97. (6) Reactant: [N:1]12[CH2:8][CH2:7][N:4]([CH2:5][CH2:6]1)[CH2:3][CH2:2]2.[Br:9][CH2:10][Cl:11]. Product: [Br-:9].[Cl:11][CH2:10][N+:1]12[CH2:8][CH2:7][N:4]([CH2:5][CH2:6]1)[CH2:3][CH2:2]2. The catalyst class is: 21. (7) Reactant: [Cl:1][C:2]1[C:7]([CH2:8][NH2:9])=[CH:6][CH:5]=[C:4]([C:10]([F:13])([F:12])[F:11])[N:3]=1.[F:14][C:15]1[CH:16]=[C:17]([CH:27]([CH3:31])[C:28](O)=[O:29])[CH:18]=[CH:19][C:20]=1[CH2:21][NH:22][S:23]([CH3:26])(=[O:25])=[O:24].ON1C2C=CC=CC=2N=N1.F[B-](F)(F)F.N1(OC(N(C)C)=[N+](C)C)C2C=CC=CC=2N=N1.C(N(C(C)C)C(C)C)C. Product: [Cl:1][C:2]1[C:7]([CH2:8][NH:9][C:28](=[O:29])[CH:27]([C:17]2[CH:18]=[CH:19][C:20]([CH2:21][NH:22][S:23]([CH3:26])(=[O:24])=[O:25])=[C:15]([F:14])[CH:16]=2)[CH3:31])=[CH:6][CH:5]=[C:4]([C:10]([F:11])([F:12])[F:13])[N:3]=1. The catalyst class is: 213.